Dataset: Drug-target binding data from BindingDB using Ki measurements. Task: Regression. Given a target protein amino acid sequence and a drug SMILES string, predict the binding affinity score between them. We predict pKi (pKi = -log10(Ki in M); higher means stronger inhibition). Dataset: bindingdb_ki. (1) The pKi is 7.4. The target protein (P26769) has sequence MRRRRYLRDRAEAAAAAAAGGGEGLQRSRDWLYESYYCMSQQHPLIVFLLLIVMGACLALLAVFFALGLEVEDHVAFLITVPTALAIFFAIFILVCIESVFKKLLRVFSLVIWICLVAMGYLFMCFGGTVSAWDQVSFFLFIIFVVYTMLPFNMRDAIIASILTSSSHTIVLSVYLSATPGAKEHLFWQILANVIIFICGNLAGAYHKHLMELALQQTYRDTCNCIKSRIKLEFEKRQQERLLLSLLPAHIAMEMKAEIIQRLQGPKAGQMENTNNFHNLYVKRHTNVSILYADIVGFTRLASDCSPGELVHMLNELFGKFDQIAKENECMRIKILGDCYYCVSGLPISLPNHAKNCVKMGLDMCEAIKKVRDATGVDINMRVGVHSGNVLCGVIGLQKWQYDVWSHDVTLANHMEAGGVPGRVHISSVTLEHLNGAYKVEEGDGEIRDPYLKQHLVKTYFVINPKGERRSPQHLFRPRHTLDGAKMRASVRMTRYLESW.... The small molecule is CN1CCc2cc(Cl)c(O)cc2[C@@H](c2ccccc2)C1. (2) The small molecule is Clc1ccc([C@H]2CC3CCC2N3)cn1. The target protein sequence is MPWCAEYLLWLFLCLDILHGACGISEPSYIAKSEDRLFKYLFQQQDYQRWVRPVEHLNDTVKVKFGLAITQLVDVDEKNQLMTTNVWLKQEWVDVKLRWDPNEFAGITSIRVPSDSIWIPDIVLYDNADGRFEGSVTKAVVRYDGTINWTPPANYKSSCTIDVTFFPFDLQNCSMKFGSWTYDGSQVDIILEDYHVDKRDFFDNGEWEIVNATGNKGNRTDGCCFYPYITYSFIIKRLPLFYTLFLIIPCIGLSFLTILVFYLPSNEGEKISLCTSVLVSLTVFLLVIEEIIPSSSKVIPLIGEYLVFTMIFVTLSIVLTVFAINIHNRSSATHNAMAPWVRKIFLHKLPKLLCMRSHVDRYFTRKDETGKVRGPESSRNTLEAALDSIRYITRHVMKEHEVQEVVEDWKFVAQVLDRMFLWTFLLVSVIGSLFLFIPVIHKWANIIVPVHIGNMYGDKNT. The pKi is 6.5. (3) The drug is CN(C(=O)Cc1ccccc1)[C@H]1CC[C@@]2(CCCO2)C[C@@H]1N1CCCC1. The target is MLLARMKPQVQPELGGADQ. The pKi is 5.0. (4) The small molecule is CSC[C@H](NC(=O)COc1cccc2cnccc12)C(=O)N[C@@H](Cc1ccccc1)[C@H](O)C(=O)N1CSC[C@H]1C(=O)NC(C)(C)C. The target protein sequence is PQITLWQRPLVTIKIGGQLKEALLDTGADDTVLEEISLPGRWKPKMIGGIGGFIKVRQYDQILIEICGHKAIGTVLVGPTPVNIIGRNLLTQIGCTLNF. The pKi is 9.2.